Dataset: NCI-60 drug combinations with 297,098 pairs across 59 cell lines. Task: Regression. Given two drug SMILES strings and cell line genomic features, predict the synergy score measuring deviation from expected non-interaction effect. (1) Drug 1: CC12CCC(CC1=CCC3C2CCC4(C3CC=C4C5=CN=CC=C5)C)O. Drug 2: C1=C(C(=O)NC(=O)N1)F. Cell line: COLO 205. Synergy scores: CSS=59.2, Synergy_ZIP=-2.44, Synergy_Bliss=-6.86, Synergy_Loewe=-9.76, Synergy_HSA=-8.51. (2) Synergy scores: CSS=16.3, Synergy_ZIP=1.31, Synergy_Bliss=6.57, Synergy_Loewe=-0.389, Synergy_HSA=3.68. Cell line: HT29. Drug 2: C(CC(=O)O)C(=O)CN.Cl. Drug 1: CC1=C(C(=CC=C1)Cl)NC(=O)C2=CN=C(S2)NC3=CC(=NC(=N3)C)N4CCN(CC4)CCO.